From a dataset of Reaction yield outcomes from USPTO patents with 853,638 reactions. Predict the reaction yield, written as a fraction of the theoretical maximum amount of product (1.0 means a 100% yield; for example, 0.34 means a 34% yield). (1) The reactants are [C:1]([Sn](CCCC)(CCCC)CCCC)#[CH:2].Br[C:17]1[CH:22]=[CH:21][C:20]([C:23]2[O:24][C:25]([CH3:28])=[N:26][N:27]=2)=[C:19]([O:29][CH3:30])[CH:18]=1. The catalyst is C1COCC1.[Cl-].[Na+].O.C1C=CC([P]([Pd]([P](C2C=CC=CC=2)(C2C=CC=CC=2)C2C=CC=CC=2)([P](C2C=CC=CC=2)(C2C=CC=CC=2)C2C=CC=CC=2)[P](C2C=CC=CC=2)(C2C=CC=CC=2)C2C=CC=CC=2)(C2C=CC=CC=2)C2C=CC=CC=2)=CC=1. The product is [C:1]([C:17]1[CH:22]=[CH:21][C:20]([C:23]2[O:24][C:25]([CH3:28])=[N:26][N:27]=2)=[C:19]([O:29][CH3:30])[CH:18]=1)#[CH:2]. The yield is 0.490. (2) The catalyst is C(#N)C. The reactants are [Cl:1][C:2]1[N:7]=[CH:6][C:5]([CH2:8][N:9]2[CH2:13][CH2:12][NH:11][C:10]2=[CH:14][C:15]#[N:16])=[CH:4][CH:3]=1.[CH:17](=[O:22])[CH2:18][CH2:19][CH:20]=O.Cl. The yield is 0.660. The product is [Cl:1][C:2]1[N:7]=[CH:6][C:5]([CH2:8][N:9]2[C:10]3=[C:14]([C:15]#[N:16])[CH:20]4[O:22][CH:17]([N:11]3[CH2:12][CH2:13]2)[CH2:18][CH2:19]4)=[CH:4][CH:3]=1. (3) The reactants are [F:1][C:2](I)([F:31])[C:3]([F:30])([F:29])[C:4]([F:28])([F:27])[C:5]([F:26])([F:25])[C:6]([F:24])([F:23])[C:7]([F:22])([F:21])[C:8]([F:20])([F:19])[C:9]([F:18])([F:17])[C:10]([F:16])([F:15])[C:11]([F:14])([F:13])[F:12].[CH2:33]([Sn](CCCC)(CCCC)CCCC)[CH:34]=[CH2:35].CC(N=NC(C#N)(C)C)(C#N)C. The yield is 0.970. The catalyst is CCCCCC. The product is [F:1][C:2]([F:31])([CH2:35][CH:34]=[CH2:33])[C:3]([F:30])([F:29])[C:4]([F:28])([F:27])[C:5]([F:26])([F:25])[C:6]([F:24])([F:23])[C:7]([F:22])([F:21])[C:8]([F:20])([F:19])[C:9]([F:18])([F:17])[C:10]([F:16])([F:15])[C:11]([F:14])([F:13])[F:12].